From a dataset of Forward reaction prediction with 1.9M reactions from USPTO patents (1976-2016). Predict the product of the given reaction. (1) Given the reactants [N+:1]([C:4]1[C:9](=[O:10])[N:8]2[CH2:11][CH2:12][CH2:13][N:14]([C:15]3[CH:20]=[CH:19][N:18]=[C:17]([NH:21][CH2:22][CH2:23][C:24]4[CH:29]=[CH:28][CH:27]=[CH:26][CH:25]=4)[N:16]=3)[C:7]2=[N:6][C:5]=1[C:30]1[CH:35]=[CH:34][CH:33]=[CH:32][CH:31]=1)([O-])=O, predict the reaction product. The product is: [NH2:1][C:4]1[C:9](=[O:10])[N:8]2[CH2:11][CH2:12][CH2:13][N:14]([C:15]3[CH:20]=[CH:19][N:18]=[C:17]([NH:21][CH2:22][CH2:23][C:24]4[CH:29]=[CH:28][CH:27]=[CH:26][CH:25]=4)[N:16]=3)[C:7]2=[N:6][C:5]=1[C:30]1[CH:35]=[CH:34][CH:33]=[CH:32][CH:31]=1. (2) Given the reactants C1(P(C2C=CC=CC=2)C2C=CC=CC=2)C=CC=CC=1.[Cl:20][C:21]1[CH:40]=[CH:39][C:24]([NH:25][C:26]2[C:35]3[C:30](=[CH:31][C:32]([OH:38])=[C:33]([O:36][CH3:37])[CH:34]=3)[N:29]=[CH:28][N:27]=2)=[C:23]([F:41])[CH:22]=1.[C:42]([O:46][C:47]([NH:49][CH2:50][CH2:51][CH2:52]O)=[O:48])([CH3:45])([CH3:44])[CH3:43].N(C(OCC)=O)=NC(OCC)=O, predict the reaction product. The product is: [C:42]([O:46][C:47]([NH:49][CH2:50][CH2:51][CH2:52][O:38][C:32]1[CH:31]=[C:30]2[C:35]([C:26]([NH:25][C:24]3[CH:39]=[CH:40][C:21]([Cl:20])=[CH:22][C:23]=3[F:41])=[N:27][CH:28]=[N:29]2)=[CH:34][C:33]=1[O:36][CH3:37])=[O:48])([CH3:45])([CH3:44])[CH3:43].